This data is from CYP1A2 inhibition data for predicting drug metabolism from PubChem BioAssay. The task is: Regression/Classification. Given a drug SMILES string, predict its absorption, distribution, metabolism, or excretion properties. Task type varies by dataset: regression for continuous measurements (e.g., permeability, clearance, half-life) or binary classification for categorical outcomes (e.g., BBB penetration, CYP inhibition). Dataset: cyp1a2_veith. (1) The molecule is COc1cc(OC)c(C(=O)CCCCN2CCC3(CC2)NC(=O)NC3=O)cc1NS(=O)(=O)c1ccc(C(F)(F)F)cc1. The result is 0 (non-inhibitor). (2) The drug is N[C@@H](CSc1nc2ccccn2c1[N+](=O)[O-])C(=O)O. The result is 0 (non-inhibitor). (3) The molecule is COc1ccccc1CNc1ncnc2ccc(-c3ccccc3OC)cc12. The result is 1 (inhibitor).